Dataset: Full USPTO retrosynthesis dataset with 1.9M reactions from patents (1976-2016). Task: Predict the reactants needed to synthesize the given product. The reactants are: [CH2:1]([O:5][C:6]1[CH:11]=[CH:10][CH:9]=[C:8]([O:12][CH2:13][CH2:14][CH2:15][CH3:16])[C:7]=1[O:17][CH2:18][CH2:19][CH2:20][CH3:21])[CH2:2][CH2:3][CH3:4].[N:22]([O-:24])=[O:23].[Na+].[N+]([O-])(O)=O.O. Given the product [CH2:13]([O:12][C:8]1[CH:9]=[C:10]([N+:22]([O-:24])=[O:23])[CH:11]=[C:6]([O:5][CH2:1][CH2:2][CH2:3][CH3:4])[C:7]=1[O:17][CH2:18][CH2:19][CH2:20][CH3:21])[CH2:14][CH2:15][CH3:16], predict the reactants needed to synthesize it.